Dataset: Forward reaction prediction with 1.9M reactions from USPTO patents (1976-2016). Task: Predict the product of the given reaction. (1) Given the reactants [C:1]([C:3]1[CH:4]=[N:5][N:6]2[C:11]([C:12]([F:15])([F:14])[F:13])=[CH:10][C:9]([C:16]3[CH:21]=[CH:20][C:19]([C:22]([F:25])([F:24])[F:23])=[CH:18][CH:17]=3)=[N:8][C:7]=12)#[CH:2].Br[C:27]1[CH:28]=[N:29][CH:30]=[C:31]([S:33]([CH3:36])(=[O:35])=[O:34])[CH:32]=1, predict the reaction product. The product is: [CH3:36][S:33]([C:31]1[CH:32]=[C:27]([C:2]#[C:1][C:3]2[CH:4]=[N:5][N:6]3[C:11]([C:12]([F:14])([F:13])[F:15])=[CH:10][C:9]([C:16]4[CH:21]=[CH:20][C:19]([C:22]([F:25])([F:24])[F:23])=[CH:18][CH:17]=4)=[N:8][C:7]=23)[CH:28]=[N:29][CH:30]=1)(=[O:35])=[O:34]. (2) Given the reactants [NH2:1][C@H:2]1[CH2:7][CH2:6][C@H:5]([NH2:8])[CH2:4][CH2:3]1.[Cl:9][C:10]1[N:15]=[C:14]([N:16]([C:18]2[CH:23]=[CH:22][N:21]=[C:20](F)[N:19]=2)[CH3:17])[CH:13]=[CH:12][N:11]=1.C(=O)([O-])[O-].[Cs+].[Cs+], predict the reaction product. The product is: [NH2:1][CH:2]1[CH2:7][CH2:6][CH:5]([NH:8][C:20]2[N:19]=[C:18]([N:16]([C:14]3[CH:13]=[CH:12][N:11]=[C:10]([Cl:9])[N:15]=3)[CH3:17])[CH:23]=[CH:22][N:21]=2)[CH2:4][CH2:3]1.